From a dataset of Peptide-MHC class I binding affinity with 185,985 pairs from IEDB/IMGT. Regression. Given a peptide amino acid sequence and an MHC pseudo amino acid sequence, predict their binding affinity value. This is MHC class I binding data. (1) The peptide sequence is HAETESATL. The MHC is HLA-B07:02 with pseudo-sequence HLA-B07:02. The binding affinity (normalized) is 0.0847. (2) The peptide sequence is PTLVPQEHY. The MHC is HLA-A01:01 with pseudo-sequence HLA-A01:01. The binding affinity (normalized) is 0.158.